From a dataset of NCI-60 drug combinations with 297,098 pairs across 59 cell lines. Regression. Given two drug SMILES strings and cell line genomic features, predict the synergy score measuring deviation from expected non-interaction effect. (1) Drug 1: CNC(=O)C1=NC=CC(=C1)OC2=CC=C(C=C2)NC(=O)NC3=CC(=C(C=C3)Cl)C(F)(F)F. Drug 2: CS(=O)(=O)OCCCCOS(=O)(=O)C. Cell line: HL-60(TB). Synergy scores: CSS=-19.5, Synergy_ZIP=19.9, Synergy_Bliss=15.2, Synergy_Loewe=-35.0, Synergy_HSA=-19.6. (2) Drug 1: C1=NC2=C(N=C(N=C2N1C3C(C(C(O3)CO)O)O)F)N. Drug 2: CCC(=C(C1=CC=CC=C1)C2=CC=C(C=C2)OCCN(C)C)C3=CC=CC=C3.C(C(=O)O)C(CC(=O)O)(C(=O)O)O. Cell line: HCC-2998. Synergy scores: CSS=40.5, Synergy_ZIP=-0.0536, Synergy_Bliss=-1.08, Synergy_Loewe=-13.4, Synergy_HSA=-1.04. (3) Drug 1: CC=C1C(=O)NC(C(=O)OC2CC(=O)NC(C(=O)NC(CSSCCC=C2)C(=O)N1)C(C)C)C(C)C. Drug 2: C1CC(=O)NC(=O)C1N2C(=O)C3=CC=CC=C3C2=O. Cell line: NCIH23. Synergy scores: CSS=60.0, Synergy_ZIP=-3.08, Synergy_Bliss=-5.40, Synergy_Loewe=-61.6, Synergy_HSA=-4.65. (4) Drug 1: C(CN)CNCCSP(=O)(O)O. Drug 2: CC12CCC3C(C1CCC2OP(=O)(O)O)CCC4=C3C=CC(=C4)OC(=O)N(CCCl)CCCl.[Na+]. Cell line: NCI/ADR-RES. Synergy scores: CSS=6.74, Synergy_ZIP=-1.71, Synergy_Bliss=-0.910, Synergy_Loewe=-0.374, Synergy_HSA=-0.362. (5) Drug 1: CCCCCOC(=O)NC1=NC(=O)N(C=C1F)C2C(C(C(O2)C)O)O. Drug 2: C1CC(=O)NC(=O)C1N2C(=O)C3=CC=CC=C3C2=O. Cell line: RPMI-8226. Synergy scores: CSS=6.92, Synergy_ZIP=-5.61, Synergy_Bliss=-2.33, Synergy_Loewe=0.256, Synergy_HSA=0.808. (6) Drug 1: CCC1=CC2CC(C3=C(CN(C2)C1)C4=CC=CC=C4N3)(C5=C(C=C6C(=C5)C78CCN9C7C(C=CC9)(C(C(C8N6C)(C(=O)OC)O)OC(=O)C)CC)OC)C(=O)OC.C(C(C(=O)O)O)(C(=O)O)O. Drug 2: CC1OCC2C(O1)C(C(C(O2)OC3C4COC(=O)C4C(C5=CC6=C(C=C35)OCO6)C7=CC(=C(C(=C7)OC)O)OC)O)O. Cell line: SK-MEL-28. Synergy scores: CSS=31.2, Synergy_ZIP=-6.75, Synergy_Bliss=-2.13, Synergy_Loewe=-3.22, Synergy_HSA=0.194.